This data is from Forward reaction prediction with 1.9M reactions from USPTO patents (1976-2016). The task is: Predict the product of the given reaction. (1) The product is: [CH3:47][N:43]1[C:42]2[C:48]([CH3:50])=[CH:49][C:39]([C:37]([C:33]3[CH:32]=[C:31]([NH:11][C:12]4[CH:13]=[C:14]5[C:27](=[CH:28][CH:29]=4)[CH2:26][C:16]4([C:24]6[C:19](=[N:20][CH:21]=[CH:22][CH:23]=6)[NH:18][C:17]4=[O:25])[CH2:15]5)[N:36]=[CH:35][N:34]=3)=[O:38])=[CH:40][C:41]=2[O:45][C:44]1=[O:46]. Given the reactants C1(S(O)(=O)=O)C=CC=CC=1.[NH2:11][C:12]1[CH:13]=[C:14]2[C:27](=[CH:28][CH:29]=1)[CH2:26][C:16]1([C:24]3[C:19](=[N:20][CH:21]=[CH:22][CH:23]=3)[NH:18][C:17]1=[O:25])[CH2:15]2.Cl[C:31]1[N:36]=[CH:35][N:34]=[C:33]([C:37]([C:39]2[CH:49]=[C:48]([CH3:50])[C:42]3[N:43]([CH3:47])[C:44](=[O:46])[O:45][C:41]=3[CH:40]=2)=[O:38])[CH:32]=1, predict the reaction product. (2) Given the reactants [CH3:1][O:2][C:3]1[CH:12]=[C:11]2[C:6]([CH:7]=[C:8]([C:13]([O:15]CC)=[O:14])[CH:9]=[N:10]2)=[CH:5][CH:4]=1.CO.[OH-].[Na+], predict the reaction product. The product is: [CH3:1][O:2][C:3]1[CH:12]=[C:11]2[C:6]([CH:7]=[C:8]([C:13]([OH:15])=[O:14])[CH:9]=[N:10]2)=[CH:5][CH:4]=1. (3) Given the reactants [NH:1]1[CH2:5][CH2:4][C@@H:3]([O:6][C:7]2[CH:8]=[N:9][CH:10]=[CH:11][CH:12]=2)[CH2:2]1.C=O.[BH3-][C:16]#N.[Na+].FC(F)(F)C(O)=O.[OH-].[Na+], predict the reaction product. The product is: [CH3:16][N:1]1[CH2:5][CH2:4][C@@H:3]([O:6][C:7]2[CH:8]=[N:9][CH:10]=[CH:11][CH:12]=2)[CH2:2]1. (4) The product is: [CH3:24][C:25]1[CH:32]=[CH:31][C:28]([CH2:29][N:2]2[CH2:3][CH:4]3[CH:7]([NH:8][C:9]4[CH:10]=[C:11]5[C:15](=[CH:16][CH:17]=4)[NH:14][N:13]=[CH:12]5)[CH:1]2[CH2:6][CH2:5]3)=[CH:27][CH:26]=1. Given the reactants [CH:1]12[CH:7]([NH:8][C:9]3[CH:10]=[C:11]4[C:15](=[CH:16][CH:17]=3)[N:14](C(=O)C(C)(C)C)[N:13]=[CH:12]4)[CH:4]([CH2:5][CH2:6]1)[CH2:3][NH:2]2.[CH3:24][C:25]1[CH:32]=[CH:31][C:28]([CH:29]=O)=[CH:27][CH:26]=1, predict the reaction product. (5) Given the reactants [Cl:1][C:2]([F:11])([F:10])[C:3](=O)/[CH:4]=[CH:5]/OCC.C[N:13](C)[CH:14]=[CH:15][C:16]#[N:17].C([O-])(=O)C.[NH4+].O, predict the reaction product. The product is: [Cl:1][C:2]([F:10])([F:11])[C:3]1[CH:4]=[CH:5][C:15]([C:16]#[N:17])=[CH:14][N:13]=1. (6) Given the reactants [F:1][C:2]1[CH:7]=[C:6]([F:8])[CH:5]=[CH:4][C:3]=1/[CH:9]=[CH:10]\[CH:11]=[O:12].[I:13]Cl, predict the reaction product. The product is: [F:1][C:2]1[CH:7]=[C:6]([F:8])[CH:5]=[CH:4][C:3]=1/[CH:9]=[C:10](\[I:13])/[CH:11]=[O:12].